From a dataset of Full USPTO retrosynthesis dataset with 1.9M reactions from patents (1976-2016). Predict the reactants needed to synthesize the given product. Given the product [CH2:14]([O:11][C:5]1[C:6]([N+:8]([O-:10])=[O:9])=[N:7][C:2]([Cl:1])=[CH:3][CH:4]=1)[C:15]1[CH:20]=[CH:19][CH:18]=[CH:17][CH:16]=1, predict the reactants needed to synthesize it. The reactants are: [Cl:1][C:2]1[N:7]=[C:6]([N+:8]([O-:10])=[O:9])[C:5]([OH:11])=[CH:4][CH:3]=1.[H-].[Na+].[CH2:14](Br)[C:15]1[CH:20]=[CH:19][CH:18]=[CH:17][CH:16]=1.